Dataset: Reaction yield outcomes from USPTO patents with 853,638 reactions. Task: Predict the reaction yield, written as a fraction of the theoretical maximum amount of product (1.0 means a 100% yield; for example, 0.34 means a 34% yield). (1) The reactants are [N:1]1([C:7]2[CH:12]=[CH:11][N:10]=[C:9]3[NH:13][CH:14]=[C:15]([NH:16][C:17](=[O:24])[C:18]4[CH:23]=[CH:22][CH:21]=[N:20][CH:19]=4)[C:8]=23)[CH2:6][CH2:5][NH:4][CH2:3][CH2:2]1.[C:25]([O:29][C:30]([NH:32][CH2:33][C:34](O)=[O:35])=[O:31])([CH3:28])([CH3:27])[CH3:26].C1C=CC2N(O)N=NC=2C=1.O.CCN=C=NCCCN(C)C.CCN(C(C)C)C(C)C. The catalyst is C(Cl)Cl. The product is [C:17]([NH:16][C:15]1[C:8]2[C:9](=[N:10][CH:11]=[CH:12][C:7]=2[N:1]2[CH2:2][CH2:3][N:4]([C:34](=[O:35])[CH2:33][NH:32][C:30](=[O:31])[O:29][C:25]([CH3:26])([CH3:27])[CH3:28])[CH2:5][CH2:6]2)[NH:13][CH:14]=1)(=[O:24])[C:18]1[CH:23]=[CH:22][CH:21]=[N:20][CH:19]=1. The yield is 0.468. (2) The reactants are [C:1](=[O:8])([S:6][CH3:7])[O:2][CH:3](Cl)[CH3:4].[C:9]([OH:14])(=[O:13])[CH:10]([CH3:12])[CH3:11].C(N(C(C)C)CC)(C)C. The catalyst is CCOCC. The product is [C:1](=[O:8])([S:6][CH3:7])[O:2][CH:3]([O:14][C:9](=[O:13])[CH:10]([CH3:12])[CH3:11])[CH3:4]. The yield is 0.970. (3) The reactants are [F:1][C:2]([F:16])([F:15])[CH:3]([C:5]1[CH:10]=[CH:9][C:8]([O:11][CH3:12])=[CH:7][C:6]=1[CH2:13][OH:14])O.C1(P(C2C=CC=CC=2)C2C=CC=CC=2)C=CC=CC=1.N(C(OCC)=O)=NC(OCC)=O.O. The catalyst is ClCCl. The product is [CH3:12][O:11][C:8]1[CH:7]=[C:6]2[C:5](=[CH:10][CH:9]=1)[CH:3]([C:2]([F:16])([F:15])[F:1])[O:14][CH2:13]2. The yield is 0.569. (4) The reactants are [S:1]1[CH:5]=[C:4]([CH:6]([N:10]([CH3:17])[C:11]2[CH:16]=[CH:15][CH:14]=[CH:13][CH:12]=2)[C:7]([OH:9])=[O:8])[C:3]2[CH:18]=[CH:19][CH:20]=[CH:21][C:2]1=2.[N:22]12[CH2:29][CH2:28][CH:25]([CH2:26][CH2:27]1)[C@@H:24](O)[CH2:23]2.C1CCC(N=C=NC2CCCCC2)CC1.C1C=CC2N(O)N=NC=2C=1. The catalyst is C1COCC1. The product is [S:1]1[CH:5]=[C:4]([CH:6]([N:10]([CH3:17])[C:11]2[CH:16]=[CH:15][CH:14]=[CH:13][CH:12]=2)[C:7]([O:9][C@@H:24]2[CH:25]3[CH2:28][CH2:29][N:22]([CH2:27][CH2:26]3)[CH2:23]2)=[O:8])[C:3]2[CH:18]=[CH:19][CH:20]=[CH:21][C:2]1=2. The yield is 0.467. (5) The reactants are [CH3:1][C:2]1[CH:7]=[CH:6][C:5]([C:8]2[O:9][C:10]([CH3:13])=[N:11][N:12]=2)=[CH:4][C:3]=1[C:14]1[CH:19]=[CH:18][C:17]([C:20]([OH:22])=O)=[CH:16][CH:15]=1.C(Cl)(=O)C(Cl)=O.[C:29]([C:31]1[CH:32]=[C:33]([CH:35]=[CH:36][CH:37]=1)[NH2:34])#[N:30].CN(C=O)C. The catalyst is CN(C=O)C.C(Cl)Cl. The product is [C:29]([C:31]1[CH:32]=[C:33]([NH:34][C:20]([C:17]2[CH:16]=[CH:15][C:14]([C:3]3[CH:4]=[C:5]([C:8]4[O:9][C:10]([CH3:13])=[N:11][N:12]=4)[CH:6]=[CH:7][C:2]=3[CH3:1])=[CH:19][CH:18]=2)=[O:22])[CH:35]=[CH:36][CH:37]=1)#[N:30]. The yield is 0.0800. (6) The reactants are [N:1]1([C:12]([O:14][C:15]([CH3:18])([CH3:17])[CH3:16])=[O:13])[CH2:6][CH2:5][CH:4]([C:7](OCC)=[O:8])[CH2:3][CH2:2]1.[H-].C([Al+]CC(C)C)C(C)C. The catalyst is C1C=CC=CC=1. The product is [OH:8][CH2:7][CH:4]1[CH2:5][CH2:6][N:1]([C:12]([O:14][C:15]([CH3:18])([CH3:17])[CH3:16])=[O:13])[CH2:2][CH2:3]1. The yield is 0.460.